From a dataset of Forward reaction prediction with 1.9M reactions from USPTO patents (1976-2016). Predict the product of the given reaction. (1) Given the reactants [CH3:1][N:2]1[C:6]([C:7]2[CH:19]=[N:18][C:17]3[C:16]4[CH:15]=[C:14](CC([O-])=O)[CH:13]=[CH:12][C:11]=4[NH:10][C:9]=3[CH:8]=2)=[C:5]([CH3:24])[N:4]=[N:3]1.BrC1C=NC2C3[C:34]([S:39](C)(=[O:41])=[O:40])=CC=CC=3NC=2C=1.CN1C([Sn](CCCC)(CCCC)CCCC)=C(C)N=N1, predict the reaction product. The product is: [CH3:1][N:2]1[C:6]([C:7]2[CH:19]=[N:18][C:17]3[C:16]4[C:15]([S:39]([CH3:34])(=[O:41])=[O:40])=[CH:14][CH:13]=[CH:12][C:11]=4[NH:10][C:9]=3[CH:8]=2)=[C:5]([CH3:24])[N:4]=[N:3]1. (2) Given the reactants [C:1]([O:5][C:6](=[O:23])[NH:7][C:8]1[CH:13]=[C:12]([O:14][CH2:15][CH2:16][CH3:17])[C:11]([C:18]([F:21])([F:20])[F:19])=[CH:10][C:9]=1[NH2:22])([CH3:4])([CH3:3])[CH3:2].C([O:28][C:29](=O)[CH2:30][C:31]([C:33]1[CH:38]=[CH:37][CH:36]=[C:35]([C:39]2[CH:44]=[C:43]([CH3:45])[N:42]=[C:41]([CH3:46])[CH:40]=2)[CH:34]=1)=[O:32])(C)(C)C, predict the reaction product. The product is: [C:1]([O:5][C:6](=[O:23])[NH:7][C:8]1[CH:13]=[C:12]([O:14][CH2:15][CH2:16][CH3:17])[C:11]([C:18]([F:21])([F:20])[F:19])=[CH:10][C:9]=1[NH:22][C:29](=[O:28])[CH2:30][C:31]([C:33]1[CH:38]=[CH:37][CH:36]=[C:35]([C:39]2[CH:40]=[C:41]([CH3:46])[N:42]=[C:43]([CH3:45])[CH:44]=2)[CH:34]=1)=[O:32])([CH3:2])([CH3:3])[CH3:4].